This data is from Forward reaction prediction with 1.9M reactions from USPTO patents (1976-2016). The task is: Predict the product of the given reaction. Given the reactants [Cl:1][C:2]1[C:7]([CH3:8])=[CH:6][CH:5]=[C:4]([Cl:9])[C:3]=1[O:10][C:11](=[O:13])[CH3:12].C1C(=O)N(Br)C(=[O:17])C1.FC1C(OC2C=CC=CC=2)=C(F)C=CC=1C(N)CC, predict the reaction product. The product is: [Cl:1][C:2]1[C:3]([O:10][C:11](=[O:13])[CH3:12])=[C:4]([Cl:9])[CH:5]=[CH:6][C:7]=1[CH:8]=[O:17].